This data is from Peptide-MHC class I binding affinity with 185,985 pairs from IEDB/IMGT. The task is: Regression. Given a peptide amino acid sequence and an MHC pseudo amino acid sequence, predict their binding affinity value. This is MHC class I binding data. (1) The peptide sequence is MIYNSFNPY. The MHC is BoLA-D18.4 with pseudo-sequence BoLA-D18.4. The binding affinity (normalized) is 0.287. (2) The peptide sequence is YARECQEVL. The MHC is HLA-B08:01 with pseudo-sequence HLA-B08:01. The binding affinity (normalized) is 0.230. (3) The peptide sequence is AIFQSSMTT. The MHC is HLA-A31:01 with pseudo-sequence HLA-A31:01. The binding affinity (normalized) is 0.149. (4) The peptide sequence is VLNRHAITMY. The MHC is HLA-A31:01 with pseudo-sequence HLA-A31:01. The binding affinity (normalized) is 0. (5) The peptide sequence is RVNKGTGVK. The MHC is HLA-A31:01 with pseudo-sequence HLA-A31:01. The binding affinity (normalized) is 0.503. (6) The peptide sequence is KLAGGVAVL. The MHC is HLA-A02:01 with pseudo-sequence HLA-A02:01. The binding affinity (normalized) is 0.558.